This data is from Reaction yield outcomes from USPTO patents with 853,638 reactions. The task is: Predict the reaction yield, written as a fraction of the theoretical maximum amount of product (1.0 means a 100% yield; for example, 0.34 means a 34% yield). (1) The reactants are [C:1]([O:5][C:6]([NH:8][C@@H:9]([C:12]1[CH:13]=[C:14]([CH:18]=[C:19]([C:21]([F:24])([F:23])[F:22])[CH:20]=1)[C:15](O)=[O:16])[CH2:10][OH:11])=[O:7])([CH3:4])([CH3:3])[CH3:2].[NH2:25][C@H:26]1[CH2:35][C:34]2[CH:33]=[C:32]([O:36][C:37]3[CH:46]=[CH:45][N:44]=[C:43]4[C:38]=3[CH2:39][CH2:40][C:41](=[O:47])[NH:42]4)[CH:31]=[CH:30][C:29]=2[CH2:28][CH2:27]1.CCN=C=NCCCN(C)C.Cl. The catalyst is N1C=CC=CC=1. The product is [OH:11][CH2:10][C@@H:9]([NH:8][C:6](=[O:7])[O:5][C:1]([CH3:4])([CH3:2])[CH3:3])[C:12]1[CH:20]=[C:19]([C:21]([F:24])([F:22])[F:23])[CH:18]=[C:14]([C:15]([NH:25][C@@H:26]2[CH2:27][CH2:28][C:29]3[C:34](=[CH:33][C:32]([O:36][C:37]4[C:38]5[CH2:39][CH2:40][C:41](=[O:47])[NH:42][C:43]=5[N:44]=[CH:45][CH:46]=4)=[CH:31][CH:30]=3)[CH2:35]2)=[O:16])[CH:13]=1. The yield is 0.480. (2) The reactants are Cl[C:2]1[CH:7]=[N:6][CH:5]=[C:4]([Cl:8])[N:3]=1.[CH3:9][CH:10]1[CH2:15][CH2:14][CH2:13][CH2:12][NH:11]1.C(=O)([O-])[O-].[K+].[K+].CC(N(C)C)=O. The catalyst is O. The product is [Cl:8][C:4]1[CH:5]=[N:6][CH:7]=[C:2]([N:11]2[CH2:12][CH2:13][CH2:14][CH2:15][CH:10]2[CH3:9])[N:3]=1. The yield is 0.870.